From a dataset of Full USPTO retrosynthesis dataset with 1.9M reactions from patents (1976-2016). Predict the reactants needed to synthesize the given product. (1) Given the product [Cl:24][C:15]1[C:16]([O:22][CH3:23])=[CH:17][C:18]([O:20][CH3:21])=[CH:19][C:14]=1[N:12]1[CH2:13][C:8]2[CH:7]=[N:6][C:5]3[NH:27][C:2]([C:41]4[CH:40]=[N:39][N:38]([CH3:37])[CH:42]=4)=[CH:3][C:4]=3[C:9]=2[N:10]([CH3:26])[C:11]1=[O:25], predict the reactants needed to synthesize it. The reactants are: Br[C:2]1[N:27](S(C2C=CC=CC=2)(=O)=O)[C:5]2[N:6]=[CH:7][C:8]3[CH2:13][N:12]([C:14]4[CH:19]=[C:18]([O:20][CH3:21])[CH:17]=[C:16]([O:22][CH3:23])[C:15]=4[Cl:24])[C:11](=[O:25])[N:10]([CH3:26])[C:9]=3[C:4]=2[CH:3]=1.[CH3:37][N:38]1[CH:42]=[C:41](B2OC(C)(C)C(C)(C)O2)[CH:40]=[N:39]1.ClCCl.C(=O)([O-])[O-].[K+].[K+].O1CCOCC1.O.CC(C)([O-])C.[K+]. (2) The reactants are: Cl[CH2:2][C:3](Cl)=[O:4].[NH2:6][C:7]1[CH:12]=[C:11]([Cl:13])[CH:10]=[C:9]([N+:14]([O-:16])=[O:15])[C:8]=1[OH:17].C(=O)([O-])[O-].[K+].[K+]. Given the product [Cl:13][C:11]1[CH:10]=[C:9]([N+:14]([O-:16])=[O:15])[C:8]2[O:17][CH2:2][C:3](=[O:4])[NH:6][C:7]=2[CH:12]=1, predict the reactants needed to synthesize it.